From a dataset of Forward reaction prediction with 1.9M reactions from USPTO patents (1976-2016). Predict the product of the given reaction. (1) Given the reactants Cl.[Br:2][C:3]1[CH:15]=[CH:14][CH:13]=[CH:12][C:4]=1[CH2:5][C@H:6]([C:8]([O:10][CH3:11])=[O:9])[NH2:7].C(=O)(O)[O-].[Na+].Cl[C:22]([O:24][CH3:25])=[O:23], predict the reaction product. The product is: [Br:2][C:3]1[CH:15]=[CH:14][CH:13]=[CH:12][C:4]=1[CH2:5][C@H:6]([C:8]([O:10][CH3:11])=[O:9])[NH:7][C:22]([O:24][CH3:25])=[O:23]. (2) Given the reactants C([Si](C)(C)[O:6][CH2:7][C@@H:8]1[C@@H:13]([O:14][CH2:15][C:16]2[CH:21]=[CH:20][CH:19]=[CH:18][CH:17]=2)[C@H:12]([O:22][CH2:23][C:24]2[CH:29]=[CH:28][CH:27]=[CH:26][CH:25]=2)[C@@H:11]([O:30][CH2:31][C:32]2[CH:37]=[CH:36][CH:35]=[CH:34][CH:33]=2)[C@@:10]([C:40]2[CH:45]=[CH:44][C:43]([Cl:46])=[C:42]([CH2:47][C:48]3[CH:53]=[CH:52][C:51]([O:54][CH2:55][CH3:56])=[CH:50][CH:49]=3)[CH:41]=2)([O:38][CH3:39])[O:9]1)(C)(C)C.[F-].C([N+](CCCC)(CCCC)CCCC)CCC, predict the reaction product. The product is: [CH2:15]([O:14][C@H:13]1[C@H:12]([O:22][CH2:23][C:24]2[CH:25]=[CH:26][CH:27]=[CH:28][CH:29]=2)[C@@H:11]([O:30][CH2:31][C:32]2[CH:37]=[CH:36][CH:35]=[CH:34][CH:33]=2)[C@@:10]([C:40]2[CH:45]=[CH:44][C:43]([Cl:46])=[C:42]([CH2:47][C:48]3[CH:49]=[CH:50][C:51]([O:54][CH2:55][CH3:56])=[CH:52][CH:53]=3)[CH:41]=2)([O:38][CH3:39])[O:9][C@@H:8]1[CH2:7][OH:6])[C:16]1[CH:21]=[CH:20][CH:19]=[CH:18][CH:17]=1. (3) Given the reactants Br[C:2]1[S:3][C:4]([CH:7]2[O:11][CH2:10][CH2:9][O:8]2)=[CH:5][N:6]=1.[Li]CCCC.Cl[C:18]([O:20][CH2:21][CH3:22])=[O:19], predict the reaction product. The product is: [O:8]1[CH2:9][CH2:10][O:11][CH:7]1[C:4]1[S:3][C:2]([C:18]([O:20][CH2:21][CH3:22])=[O:19])=[N:6][CH:5]=1. (4) Given the reactants COC(=O)C[NH:5][C:6](=[O:37])[C:7]1[CH:12]=[C:11]([Cl:13])[C:10]([O:14][C:15]2[CH:20]=[CH:19][N:18]=[CH:17][C:16]=2[C:21]([N:23]2[C:32]3[C:27](=[CH:28][CH:29]=[CH:30][CH:31]=3)[N:26]([CH:33]3[CH2:35][CH2:34]3)[CH2:25][CH2:24]2)=[O:22])=[CH:9][C:8]=1[Cl:36].[Cl-].[NH4+].ON1C2C=CC=CC=2N=N1.C(N(CC)C(C)C)(C)C.Cl.CN(C)CCCN=C=NCC, predict the reaction product. The product is: [Cl:36][C:8]1[CH:9]=[C:10]([O:14][C:15]2[CH:20]=[CH:19][N:18]=[CH:17][C:16]=2[C:21]([N:23]2[C:32]3[C:27](=[CH:28][CH:29]=[CH:30][CH:31]=3)[N:26]([CH:33]3[CH2:34][CH2:35]3)[CH2:25][CH2:24]2)=[O:22])[C:11]([Cl:13])=[CH:12][C:7]=1[C:6]([NH2:5])=[O:37]. (5) Given the reactants [Br:1][C:2]1[N:7]=[C:6]([C:8]([OH:10])=O)[CH:5]=[CH:4][CH:3]=1.[F:11][C:12]([F:25])([F:24])[C:13]1[CH:18]=[CH:17][CH:16]=[CH:15][C:14]=1[C@@H:19]1[CH2:23][CH2:22][NH:21][CH2:20]1.C(N(CC)C(C)C)(C)C.CN(C(ON1N=NC2C=CC=CC1=2)=[N+](C)C)C.F[P-](F)(F)(F)(F)F, predict the reaction product. The product is: [Br:1][C:2]1[N:7]=[C:6]([C:8]([N:21]2[CH2:22][CH2:23][C@@H:19]([C:14]3[CH:15]=[CH:16][CH:17]=[CH:18][C:13]=3[C:12]([F:11])([F:24])[F:25])[CH2:20]2)=[O:10])[CH:5]=[CH:4][CH:3]=1.